Dataset: Catalyst prediction with 721,799 reactions and 888 catalyst types from USPTO. Task: Predict which catalyst facilitates the given reaction. (1) Reactant: C([O:8][C:9]1[CH:10]=[C:11]([CH:16]2[CH2:20][NH:19][C:18](=[O:21])[CH2:17]2)[CH:12]=[CH:13][C:14]=1[Cl:15])C1C=CC=CC=1.C1COCC1.Cl. Product: [Cl:15][C:14]1[CH:13]=[CH:12][C:11]([C@@H:16]2[CH2:20][NH:19][C:18](=[O:21])[CH2:17]2)=[CH:10][C:9]=1[OH:8]. The catalyst class is: 505. (2) Reactant: [NH2:1][C:2]1[C:10]2[C:5](=[CH:6][CH:7]=[CH:8][CH:9]=2)[NH:4][N:3]=1.Br.Br[CH2:13][CH2:14][NH2:15]. Product: [NH:4]1[C:5]2[C:10](=[CH:9][CH:8]=[CH:7][CH:6]=2)[C:2]([NH:1][CH2:13][CH2:14][NH2:15])=[N:3]1.[NH2:15][CH2:14][CH2:13][N:4]1[C:5]2[C:10](=[CH:9][CH:8]=[CH:7][CH:6]=2)[C:2]([NH2:1])=[N:3]1. The catalyst class is: 8. (3) Reactant: [CH3:1][C:2]1([CH3:31])[CH2:7][CH:6]([C:8]2[C:16]3[C:11](=[C:12]([C:26]([NH2:28])=[O:27])[CH:13]=[C:14](B4OC(C)(C)C(C)(C)O4)[CH:15]=3)[NH:10][CH:9]=2)[CH2:5][CH2:4][S:3]1(=[O:30])=[O:29].Br[C:33]1[S:37][C:36]([S:38]([N:41]2[CH2:45][CH2:44][CH2:43][CH2:42]2)(=[O:40])=[O:39])=[CH:35][CH:34]=1.C(=O)([O-])[O-].[K+].[K+]. Product: [CH3:1][C:2]1([CH3:31])[CH2:7][CH:6]([C:8]2[C:16]3[C:11](=[C:12]([C:26]([NH2:28])=[O:27])[CH:13]=[C:14]([C:33]4[S:37][C:36]([S:38]([N:41]5[CH2:45][CH2:44][CH2:43][CH2:42]5)(=[O:39])=[O:40])=[CH:35][CH:34]=4)[CH:15]=3)[NH:10][CH:9]=2)[CH2:5][CH2:4][S:3]1(=[O:30])=[O:29]. The catalyst class is: 669. (4) Reactant: [NH2:1][C:2]1[N:7]=[CH:6][C:5]([C:8]2[CH:23]=[CH:22][C:11]([O:12][CH:13]([CH3:21])[C:14]([O:16][C:17]([CH3:20])([CH3:19])[CH3:18])=[O:15])=[C:10]([F:24])[CH:9]=2)=[CH:4][N:3]=1.Cl[CH:26]([C:29]1([C:32]2[CH:33]=[C:34]3[C:39](=[CH:40][CH:41]=2)[N:38]=[CH:37][CH:36]=[CH:35]3)[CH2:31][CH2:30]1)[CH:27]=O. Product: [F:24][C:10]1[CH:9]=[C:8]([C:5]2[CH:6]=[N:7][C:2]3[N:3]([C:26]([C:29]4([C:32]5[CH:33]=[C:34]6[C:39](=[CH:40][CH:41]=5)[N:38]=[CH:37][CH:36]=[CH:35]6)[CH2:31][CH2:30]4)=[CH:27][N:1]=3)[CH:4]=2)[CH:23]=[CH:22][C:11]=1[O:12][CH:13]([CH3:21])[C:14]([O:16][C:17]([CH3:19])([CH3:20])[CH3:18])=[O:15]. The catalyst class is: 32.